Dataset: Full USPTO retrosynthesis dataset with 1.9M reactions from patents (1976-2016). Task: Predict the reactants needed to synthesize the given product. (1) Given the product [C:20]([N:4]1[CH2:5][C@H:6]([NH:8][S:9]([C:12]2[CH:17]=[C:16]([Br:18])[CH:15]=[CH:14][C:13]=2[Br:19])(=[O:10])=[O:11])[CH2:7][C@@H:3]1[CH2:2][NH:1][C:32](=[O:33])[C:31]1[CH:35]=[CH:36][C:28]([F:27])=[CH:29][CH:30]=1)#[N:40], predict the reactants needed to synthesize it. The reactants are: [NH2:1][CH2:2][C@H:3]1[CH2:7][C@@H:6]([NH:8][S:9]([C:12]2[CH:17]=[C:16]([Br:18])[CH:15]=[CH:14][C:13]=2[Br:19])(=[O:11])=[O:10])[CH2:5][N:4]1[C:20](OC(C)(C)C)=O.[F:27][C:28]1[CH:36]=[CH:35][C:31]([C:32](Cl)=[O:33])=[CH:30][CH:29]=1.Cl.CC[N:40](C(C)C)C(C)C.N#CBr.C(O)C(N)(CO)CO. (2) The reactants are: CC1C=CC(S(O[CH2:12][CH:13]2[CH2:17][C:16]3[CH:18]=[C:19]([Cl:30])[CH:20]=[C:21]([C:22]4[CH:27]=[C:26]([F:28])[CH:25]=[CH:24][C:23]=4[F:29])[C:15]=3[O:14]2)(=O)=O)=CC=1.[CH3:31][NH2:32]. Given the product [Cl:30][C:19]1[CH:20]=[C:21]([C:22]2[CH:27]=[C:26]([F:28])[CH:25]=[CH:24][C:23]=2[F:29])[C:15]2[O:14][CH:13]([CH2:12][NH:32][CH3:31])[CH2:17][C:16]=2[CH:18]=1, predict the reactants needed to synthesize it.